This data is from Full USPTO retrosynthesis dataset with 1.9M reactions from patents (1976-2016). The task is: Predict the reactants needed to synthesize the given product. (1) Given the product [O:18]=[C:10]1[C:9](=[CH:8][NH:19][C:20]2[C:24]([C:25]([OH:27])=[O:26])=[CH:23][NH:22][N:21]=2)[C:17]2[C:12](=[CH:13][CH:14]=[CH:15][CH:16]=2)[NH:11]1, predict the reactants needed to synthesize it. The reactants are: NC1C=CNN=1.O/[CH:8]=[C:9]1\[C:10](=[O:18])[NH:11][C:12]2[C:17]\1=[CH:16][CH:15]=[CH:14][CH:13]=2.[NH2:19][C:20]1[C:24]([C:25]([OH:27])=[O:26])=[CH:23][NH:22][N:21]=1. (2) Given the product [C:1]([C:3]1[C:4]([O:13][CH:14]([CH3:19])[C:15]([F:18])([F:17])[F:16])=[N:5][CH:6]=[C:7]([CH:12]=1)[C:8]([OH:10])=[O:9])#[N:2], predict the reactants needed to synthesize it. The reactants are: [C:1]([C:3]1[C:4]([O:13][CH:14]([CH3:19])[C:15]([F:18])([F:17])[F:16])=[N:5][CH:6]=[C:7]([CH:12]=1)[C:8]([O:10]C)=[O:9])#[N:2].FC(F)(F)C(O)C.[OH-].[Na+].